This data is from Catalyst prediction with 721,799 reactions and 888 catalyst types from USPTO. The task is: Predict which catalyst facilitates the given reaction. (1) Reactant: CN(C(ON1N=NC2C=CC=NC1=2)=[N+](C)C)C.F[P-](F)(F)(F)(F)F.Cl.[O:26]=[C:27]1[N:36]([CH:37]([CH3:41])[C:38]([OH:40])=O)[CH:35]=[CH:34][C:33]2[N:32]=[CH:31][CH:30]=[CH:29][C:28]1=2.[F:42][C:43]1[C:44]([NH:55][NH2:56])=[N:45][CH:46]=[C:47]([C:49]2[CH:50]=[N:51][N:52]([CH3:54])[CH:53]=2)[CH:48]=1.CCN(C(C)C)C(C)C. Product: [F:42][C:43]1[C:44]([NH:55][NH:56][C:38](=[O:40])[CH:37]([N:36]2[CH:35]=[CH:34][C:33]3[N:32]=[CH:31][CH:30]=[CH:29][C:28]=3[C:27]2=[O:26])[CH3:41])=[N:45][CH:46]=[C:47]([C:49]2[CH:50]=[N:51][N:52]([CH3:54])[CH:53]=2)[CH:48]=1. The catalyst class is: 10. (2) Reactant: N(C(N1CCCCC1)=O)=NC(N1CCCCC1)=O.C(P(CCCC)CCCC)CCC.[C:32]([O:36][C:37]([N:39]1[CH2:42][CH2:41][C@@H:40]1[CH2:43][OH:44])=[O:38])([CH3:35])([CH3:34])[CH3:33].[O:45]([CH2:52][C@H:53]1[CH2:55][C@@H:54]1[C:56]1[CH:57]=[C:58](O)[CH:59]=[N:60][CH:61]=1)[C:46]1[CH:51]=[CH:50][CH:49]=[CH:48][CH:47]=1. Product: [C:32]([O:36][C:37]([N:39]1[CH2:42][CH2:41][C@H:40]1[CH2:43][O:44][C:58]1[CH:59]=[N:60][CH:61]=[C:56]([C@H:54]2[CH2:55][C@@H:53]2[CH2:52][O:45][C:46]2[CH:51]=[CH:50][CH:49]=[CH:48][CH:47]=2)[CH:57]=1)=[O:38])([CH3:35])([CH3:34])[CH3:33]. The catalyst class is: 11. (3) Reactant: [CH:1]1[C:6]([OH:7])=[CH:5][CH:4]=[C:3]([CH3:8])[CH:2]=1.[CH2:9]([O:11][CH:12]([O:15][CH2:16][CH3:17])[CH2:13]Br)[CH3:10].[OH-].[K+].[OH-].[Na+]. Product: [CH2:9]([O:11][CH:12]([O:15][CH2:16][CH3:17])[CH2:13][O:7][C:6]1[CH:5]=[CH:4][C:3]([CH3:8])=[CH:2][CH:1]=1)[CH3:10]. The catalyst class is: 58. (4) Reactant: [C:1]([O:5][C:6]([NH:8][C:9]1([C:18]([OH:20])=[O:19])[C:17]2[C:12](=[CH:13][CH:14]=[CH:15][CH:16]=2)[CH2:11][CH2:10]1)=[O:7])([CH3:4])([CH3:3])[CH3:2].C(=O)([O-])[O-].[Cs+].[Cs+].[CH2:27](Br)[C:28]1[CH:33]=[CH:32][CH:31]=[CH:30][CH:29]=1. Product: [C:1]([O:5][C:6]([NH:8][C:9]1([C:18]([O:20][CH2:27][C:28]2[CH:33]=[CH:32][CH:31]=[CH:30][CH:29]=2)=[O:19])[C:17]2[C:12](=[CH:13][CH:14]=[CH:15][CH:16]=2)[CH2:11][CH2:10]1)=[O:7])([CH3:4])([CH3:2])[CH3:3]. The catalyst class is: 9.